From a dataset of Full USPTO retrosynthesis dataset with 1.9M reactions from patents (1976-2016). Predict the reactants needed to synthesize the given product. The reactants are: [CH:1]1([NH:5][C@H:6]2[CH2:10][CH2:9][CH2:8][C@@H:7]2[NH:11][C:12](=[O:18])[O:13][C:14]([CH3:17])([CH3:16])[CH3:15])[CH2:4][CH2:3][CH2:2]1.CCN(C(C)C)C(C)C.[CH3:28][O:29][C:30]1[CH:38]=[CH:37][CH:36]=[C:35]([O:39][CH3:40])[C:31]=1[C:32](Cl)=[O:33]. Given the product [CH:1]1([N:5]([C@H:6]2[CH2:10][CH2:9][CH2:8][C@@H:7]2[NH:11][C:12](=[O:18])[O:13][C:14]([CH3:15])([CH3:17])[CH3:16])[C:32](=[O:33])[C:31]2[C:35]([O:39][CH3:40])=[CH:36][CH:37]=[CH:38][C:30]=2[O:29][CH3:28])[CH2:2][CH2:3][CH2:4]1, predict the reactants needed to synthesize it.